The task is: Predict which catalyst facilitates the given reaction.. This data is from Catalyst prediction with 721,799 reactions and 888 catalyst types from USPTO. (1) Reactant: [Cl:1][C:2]1[CH:3]=[C:4]([C@@H:8]2[C@@H:13]([C:14]3[CH:19]=[CH:18][C:17]([Cl:20])=[CH:16][CH:15]=3)[N:12]([C@@H:21]([CH2:25][CH3:26])[C@@H:22]([OH:24])[CH3:23])[C:11](=[O:27])[C@:10]([CH2:29][C:30]([O:32][CH3:33])=[O:31])([CH3:28])[CH2:9]2)[CH:5]=[CH:6][CH:7]=1.[H-].[Na+].I[CH3:37]. Product: [Cl:1][C:2]1[CH:3]=[C:4]([C@@H:8]2[C@@H:13]([C:14]3[CH:19]=[CH:18][C:17]([Cl:20])=[CH:16][CH:15]=3)[N:12]([C@@H:21]([CH2:25][CH3:26])[C@@H:22]([O:24][CH3:37])[CH3:23])[C:11](=[O:27])[C@:10]([CH2:29][C:30]([O:32][CH3:33])=[O:31])([CH3:28])[CH2:9]2)[CH:5]=[CH:6][CH:7]=1. The catalyst class is: 3. (2) Reactant: [CH3:1][S:2](Cl)(=[O:4])=[O:3].[CH2:6]([O:13][C:14]1[CH:15]=[C:16]2[N:26]([C:27]([O:29][C:30]([CH3:33])([CH3:32])[CH3:31])=[O:28])[CH2:25][CH:24]([CH2:34][OH:35])[C:17]2=[C:18]2[C:23]=1[N:22]=[CH:21][CH:20]=[CH:19]2)[C:7]1[CH:12]=[CH:11][CH:10]=[CH:9][CH:8]=1.CCN(CC)CC. Product: [CH2:6]([O:13][C:14]1[CH:15]=[C:16]2[N:26]([C:27]([O:29][C:30]([CH3:31])([CH3:32])[CH3:33])=[O:28])[CH2:25][CH:24]([CH2:34][O:35][S:2]([CH3:1])(=[O:4])=[O:3])[C:17]2=[C:18]2[C:23]=1[N:22]=[CH:21][CH:20]=[CH:19]2)[C:7]1[CH:12]=[CH:11][CH:10]=[CH:9][CH:8]=1. The catalyst class is: 2. (3) Reactant: Cl[C:2]1[CH:3]=[CH:4][C:5]([O:32][CH3:33])=[C:6]([N:8]([CH2:20][CH2:21][C:22]2[CH:27]=[CH:26][C:25]([C:28]([F:31])([F:30])[F:29])=[CH:24][CH:23]=2)[C:9](=[O:19])[C:10](=[N:17]O)[C:11]2[CH:16]=[CH:15][CH:14]=[CH:13][CH:12]=2)[CH:7]=1.C(O)(C(F)(F)F)=O. The catalyst class is: 19. Product: [NH2:17][CH:10]([C:11]1[CH:12]=[CH:13][CH:14]=[CH:15][CH:16]=1)[C:9]([N:8]([C:6]1[CH:7]=[CH:2][CH:3]=[CH:4][C:5]=1[O:32][CH3:33])[CH2:20][CH2:21][C:22]1[CH:23]=[CH:24][C:25]([C:28]([F:30])([F:31])[F:29])=[CH:26][CH:27]=1)=[O:19]. (4) Reactant: CO[C:3]1[CH:8]=[CH:7][C:6]([NH:9][C:10]2[S:11][C:12]([C:15]3[CH:20]=[CH:19][C:18]([O:21][CH3:22])=[CH:17][CH:16]=3)=[CH:13][N:14]=2)=[CH:5][CH:4]=1.C1(NC(N)=S)C=CC=CC=1. Product: [CH3:22][O:21][C:18]1[CH:17]=[CH:16][C:15]([C:12]2[S:11][C:10]([NH:9][C:6]3[CH:5]=[CH:4][CH:3]=[CH:8][CH:7]=3)=[N:14][CH:13]=2)=[CH:20][CH:19]=1. The catalyst class is: 61. (5) Reactant: C([O:3][C:4]([C:6]1[N:7]=[N:8][N:9]([CH2:11][C:12]2[C:17]([F:18])=[CH:16][CH:15]=[CH:14][C:13]=2[F:19])[CH:10]=1)=[O:5])C.CO.[OH-].[Li+].Cl. Product: [F:18][C:17]1[CH:16]=[CH:15][CH:14]=[C:13]([F:19])[C:12]=1[CH2:11][N:9]1[CH:10]=[C:6]([C:4]([OH:5])=[O:3])[N:7]=[N:8]1. The catalyst class is: 6.